From a dataset of Peptide-MHC class II binding affinity with 134,281 pairs from IEDB. Regression. Given a peptide amino acid sequence and an MHC pseudo amino acid sequence, predict their binding affinity value. This is MHC class II binding data. (1) The peptide sequence is IKYNGEEYLILSARD. The MHC is DRB1_0401 with pseudo-sequence DRB1_0401. The binding affinity (normalized) is 0. (2) The peptide sequence is QPEQPQQSFPEQKRP. The MHC is HLA-DQA10201-DQB10201 with pseudo-sequence HLA-DQA10201-DQB10202. The binding affinity (normalized) is 0. (3) The peptide sequence is RTEQKDFDGRSEFAY. The MHC is HLA-DQA10501-DQB10201 with pseudo-sequence HLA-DQA10501-DQB10201. The binding affinity (normalized) is 0.287. (4) The peptide sequence is MSWQTYVDEHLMCEI. The MHC is HLA-DPA10103-DPB10301 with pseudo-sequence HLA-DPA10103-DPB10301. The binding affinity (normalized) is 0.0684. (5) The peptide sequence is KYKTFEAAFTVSSKR. The MHC is HLA-DQA10104-DQB10503 with pseudo-sequence HLA-DQA10104-DQB10503. The binding affinity (normalized) is 0.436. (6) The peptide sequence is EKYYFAATQFEPLAA. The MHC is DRB1_1602 with pseudo-sequence DRB1_1602. The binding affinity (normalized) is 0.535. (7) The peptide sequence is LASVAMCRTPFSLAEHHHHHH. The MHC is DRB1_0701 with pseudo-sequence DRB1_0701. The binding affinity (normalized) is 0.590. (8) The peptide sequence is FFDLPLPWTSGATTE. The MHC is DRB4_0101 with pseudo-sequence DRB4_0103. The binding affinity (normalized) is 0.0459. (9) The peptide sequence is DSEEPLQGPFNFRFL. The MHC is HLA-DPA10103-DPB10301 with pseudo-sequence HLA-DPA10103-DPB10301. The binding affinity (normalized) is 0.210. (10) The peptide sequence is FGSMPALTIACMTVQ. The MHC is DRB1_0802 with pseudo-sequence DRB1_0802. The binding affinity (normalized) is 0.182.